Dataset: Experimentally validated miRNA-target interactions with 360,000+ pairs, plus equal number of negative samples. Task: Binary Classification. Given a miRNA mature sequence and a target amino acid sequence, predict their likelihood of interaction. (1) The miRNA is hsa-miR-6778-3p with sequence UGCCUCCCUGACAUUCCACAG. The protein sequence of the target gene is MPIKPVGWICGQVLKNFSGRIEGIQKAIMDLVDEFKDEFPTILRLSQSNQKREPAQKTSKIRMAIALAKINRATLIRGLNSISRSSKSVAKLLHPQLACRLLELRDISGRLLREVNAPRQPLYNIQVRKGSLFEIISFPAKTALTSIIYASYAALIYLAVCVNAVLKKVKNIFQEEESIRQNREESENCRKAFSEPVLSEPMFAEGEIKAKPYRSLPEKPDISDYPKLLANKQSNNIQVLHSVFDQSAEMNEQI. Result: 0 (no interaction). (2) The miRNA is mmu-miR-6902-3p with sequence CCAUGUGAUGUGUGGGUUCAG. The protein sequence of the target gene is MDPFLVLLHSLSGSLSGNDLMELKFLCRERVSKRKLERVQSGLDLFTVLLEQNDLERGHTGLLRELLASLRRHDLLQRLDDFEAGTATAAPPGEADLQVAFDIVCDNVGRDWKRLARELKVSEAKMDGIEEKYPRSLSERVRESLKVWKNAEKKNASVAGLVKALRTCRLNLVADLVEEAQESVSKSENMSPVLRDSTVSSSETP. Result: 0 (no interaction). (3) The miRNA is mmu-miR-582-3p with sequence UAACCUGUUGAACAACUGAAC. The protein sequence of the target gene is MHLSLLVPFLFWITGCCTAEDPVTGPEEVSGQEQGSLTVQCRYTSGWKDYKKYWCQGVPQRSCKTLVETDASEQLVKKNRVSIRDNQRDFIFTVTMEDLRMSDAGIYWCGITKGGLDPMFKVTVNIGPAIQVPITVPTMPPITSTTTIFTVTTTVKETSMFPTLTSYYSDNGHGGGDSGGGEDGVGDGFLDLSVLLPVISAVLLLLLLVASLFAWRMVRRQKKAAGPPSEQAQSLEGDLCYADLSLKQPRTSPGSSWKKGSSMSSSGKDHQEEVEYVTMAPFPREEVSYAALTLAGLGQE.... Result: 1 (interaction). (4) The miRNA is hsa-miR-1263 with sequence AUGGUACCCUGGCAUACUGAGU. The protein sequence of the target gene is MKFTLGLGSRAWRVSWEGAAAAAAGPGAGGSALRCRAQRVSSPRLGRRGSRLSGALPLCLSRGGGGAQALPDCAGPSPGHPGHPGARQLAGPLAMEQTYGEVNQLGGVFVNGRPLPNAIRLRIVELAQLGIRPCDISRQLRVSHGCVSKILARYNETGSILPGAIGGSKPRVTTPNVVKHIRDYKQGDPGIFAWEIRDRLLADGVCDKYNVPSVSSISRILRNKIGSLAQPGPYEASKQPPSQPTLPYNHIYQYPYPSPVSPTGAKMGSHPGVPGTAGHVSIPRSWPSAHSVSNILGIRT.... Result: 0 (no interaction). (5) The miRNA is mmu-miR-344b-3p with sequence CAUUUAGCCAAAGCCUGACUGU. The protein sequence of the target gene is MSQFKRQRINPLPGGRNFSGTASTSLLGPPPGLLTPPVATELSQNARHLQGGEKQRVFTGIVTSLHDYFGVVDEEVFFQLSVVKGRLPQLGEKVLVKAAYNPGQAVPWNAVKVQTLSNQPLLKSPAPPLLHVAALGQKQGILGAQPQLIFQPHRIPPLFPQKPLSLFQTSHTLHLSHLNRFPARGPHGRLDQGRSDDYDSKKRKQRAGGEPWGAKKPRHDLPPYRVHLTPYTVDSPICDFLELQRRYRSLLVPSDFLSVHLSWLSAFPLSQPFSLHHPSRIQVSSEKEAAPDAGAEPITA.... Result: 0 (no interaction).